This data is from Forward reaction prediction with 1.9M reactions from USPTO patents (1976-2016). The task is: Predict the product of the given reaction. (1) Given the reactants [Cl:1][C:2]1[CH:3]=[C:4]([CH2:9][NH2:10])[CH:5]=[C:6]([Cl:8])[CH:7]=1.[Cl:11][C:12]1[CH:17]=[CH:16][CH:15]=[CH:14][C:13]=1[CH2:18][N:19]1[C:24](=[O:25])[C:23]([C:26]([NH:28][CH2:29][C:30]([O:32]CC)=[O:31])=[O:27])=[C:22]([OH:35])[C:21]([C:36](OC)=[O:37])=[C:20]1[OH:40], predict the reaction product. The product is: [Cl:11][C:12]1[CH:17]=[CH:16][CH:15]=[CH:14][C:13]=1[CH2:18][N:19]1[C:20]([OH:40])=[C:21]([C:36]([NH:10][CH2:9][C:4]2[CH:3]=[C:2]([Cl:1])[CH:7]=[C:6]([Cl:8])[CH:5]=2)=[O:37])[C:22]([OH:35])=[C:23]([C:26]([NH:28][CH2:29][C:30]([OH:32])=[O:31])=[O:27])[C:24]1=[O:25]. (2) The product is: [F:24][C:25]1[CH:30]=[CH:29][CH:28]=[C:27]([F:31])[C:26]=1[C:6]1[CH:5]=[CH:4][C:3]([C:17]2[N:18]=[CH:19][C:20]([NH2:23])=[N:21][CH:22]=2)=[C:2]([F:1])[CH:7]=1. Given the reactants [F:1][C:2]1[CH:7]=[C:6](B2OC(C)(C)C(C)(C)O2)[CH:5]=[CH:4][C:3]=1[C:17]1[N:18]=[CH:19][C:20]([NH2:23])=[N:21][CH:22]=1.[F:24][C:25]1[CH:30]=[CH:29][CH:28]=[C:27]([F:31])[C:26]=1Br, predict the reaction product.